Dataset: Forward reaction prediction with 1.9M reactions from USPTO patents (1976-2016). Task: Predict the product of the given reaction. (1) Given the reactants Cl[C:2]1[C:11]2[N:12]=[CH:13][N:14]([CH2:15][CH:16]([CH3:18])[CH3:17])[C:10]=2[C:9]2[CH:8]=[CH:7][CH:6]=[CH:5][C:4]=2[N:3]=1.Cl.[CH3:20][O:21][NH2:22].C([O-])(=O)C.[Na+].[OH-].[Na+], predict the reaction product. The product is: [CH2:15]([N:14]1[C:10]2[C:9]3[CH:8]=[CH:7][CH:6]=[CH:5][C:4]=3[N:3]=[C:2]([NH:22][O:21][CH3:20])[C:11]=2[N:12]=[CH:13]1)[CH:16]([CH3:18])[CH3:17]. (2) Given the reactants [C:1]([Si:5]([O:8][CH2:9][C:10]1[CH:15]=[CH:14][C:13]([N+:16]([O-])=O)=[CH:12][C:11]=1[O:19][CH3:20])([CH3:7])[CH3:6])([CH3:4])([CH3:3])[CH3:2].C([O-])=O.[NH4+], predict the reaction product. The product is: [Si:5]([O:8][CH2:9][C:10]1[CH:15]=[CH:14][C:13]([NH2:16])=[CH:12][C:11]=1[O:19][CH3:20])([C:1]([CH3:4])([CH3:3])[CH3:2])([CH3:6])[CH3:7]. (3) Given the reactants [CH3:1][C:2]1[O:3][C:4]2[C:9]([C:10](=[O:12])[CH:11]=1)=[CH:8][CH:7]=[CH:6][C:5]=2[CH:13]=O.[CH3:15][O:16][C:17]1[CH:22]=[CH:21][CH:20]=[CH:19][C:18]=1[C:23](=[O:28])[CH2:24][C:25](=[O:27])[CH3:26].C(O)(=O)C.N1CCCCC1, predict the reaction product. The product is: [CH3:15][O:16][C:17]1[CH:22]=[CH:21][CH:20]=[CH:19][C:18]=1[C:23](=[O:28])[C:24](=[CH:13][C:5]1[CH:6]=[CH:7][CH:8]=[C:9]2[C:4]=1[O:3][C:2]([CH3:1])=[CH:11][C:10]2=[O:12])[C:25](=[O:27])[CH3:26]. (4) Given the reactants Br[C:2]1[CH:7]=[CH:6][N:5]=[C:4]([CH3:8])[CH:3]=1.C([Li])CCC.CON(C)[C:17](=[O:33])[CH2:18][C:19]1([C:25]2[CH:30]=[CH:29][C:28]([O:31][CH3:32])=[CH:27][CH:26]=2)[CH2:24][CH2:23][CH2:22][CH2:21][CH2:20]1, predict the reaction product. The product is: [CH3:32][O:31][C:28]1[CH:29]=[CH:30][C:25]([C:19]2([CH2:18][C:17]([C:2]3[CH:7]=[CH:6][N:5]=[C:4]([CH3:8])[CH:3]=3)=[O:33])[CH2:24][CH2:23][CH2:22][CH2:21][CH2:20]2)=[CH:26][CH:27]=1. (5) Given the reactants [CH3:1][C:2]1[N:7]=[C:6](OS(C(F)(F)F)(=O)=O)[CH:5]=[C:4]([C:16]2[CH:21]=[CH:20][C:19]([C:22]([F:25])([F:24])[F:23])=[C:18]([CH3:26])[CH:17]=2)[CH:3]=1.[C:27]([NH:31][S:32]([C:35]1[CH:40]=[CH:39][CH:38]=[C:37]([C:41]2[CH:46]=[CH:45][CH:44]=[C:43]([Sn](CCCC)(CCCC)CCCC)[N:42]=2)[CH:36]=1)(=[O:34])=[O:33])([CH3:30])([CH3:29])[CH3:28], predict the reaction product. The product is: [C:27]([NH:31][S:32]([C:35]1[CH:40]=[CH:39][CH:38]=[C:37]([C:41]2[N:42]=[C:43]([C:6]3[CH:5]=[C:4]([C:16]4[CH:21]=[CH:20][C:19]([C:22]([F:24])([F:23])[F:25])=[C:18]([CH3:26])[CH:17]=4)[CH:3]=[C:2]([CH3:1])[N:7]=3)[CH:44]=[CH:45][CH:46]=2)[CH:36]=1)(=[O:33])=[O:34])([CH3:30])([CH3:28])[CH3:29]. (6) Given the reactants Br[C:2]1[N:3]=[C:4]([C:9]2[O:10][C:11]([C:14]3[S:15][CH:16]=[CH:17][C:18]=3[CH3:19])=[N:12][N:13]=2)[C:5]([NH2:8])=[N:6][CH:7]=1.[CH:20]([S:23]([C:26]1[CH:31]=[CH:30][C:29](B(O)O)=[CH:28][CH:27]=1)(=[O:25])=[O:24])([CH3:22])[CH3:21].C1(P(C2C=CC=CC=2)C2C=CC=CC=2)C=CC=CC=1.C(=O)([O-])[O-].[Na+].[Na+], predict the reaction product. The product is: [CH:20]([S:23]([C:26]1[CH:31]=[CH:30][C:29]([C:2]2[N:3]=[C:4]([C:9]3[O:10][C:11]([C:14]4[S:15][CH:16]=[CH:17][C:18]=4[CH3:19])=[N:12][N:13]=3)[C:5]([NH2:8])=[N:6][CH:7]=2)=[CH:28][CH:27]=1)(=[O:24])=[O:25])([CH3:22])[CH3:21]. (7) Given the reactants C(O[C:6]([N:8]([CH:10]1[CH2:14][CH2:13][N:12]([S:15]([C:18]2[C:19]3[C:20]([CH3:28])=[CH:21][N:22]=[CH:23][C:24]=3[CH:25]=[CH:26][CH:27]=2)(=[O:17])=[O:16])[CH2:11]1)C)=O)(C)(C)C.CC1C2C(S([Cl:43])(=O)=O)=CC=CC=2C=NC=1.C(OC(N(C1CCNC1)C)=O)(C)(C)C.BrC1C2C(S(Cl)(=O)=O)=CC=CC=2C=NC=1.C(OC(N([C@H]1CCNC1)C)=O)(C)(C)C, predict the reaction product. The product is: [CH3:28][C:20]1[C:19]2[C:18]([S:15]([N:12]3[CH2:13][CH2:14][CH:10]([NH:8][CH3:6])[CH2:11]3)(=[O:17])=[O:16])=[CH:27][CH:26]=[CH:25][C:24]=2[CH:23]=[N:22][CH:21]=1.[ClH:43].